From a dataset of CYP1A2 inhibition data for predicting drug metabolism from PubChem BioAssay. Regression/Classification. Given a drug SMILES string, predict its absorption, distribution, metabolism, or excretion properties. Task type varies by dataset: regression for continuous measurements (e.g., permeability, clearance, half-life) or binary classification for categorical outcomes (e.g., BBB penetration, CYP inhibition). Dataset: cyp1a2_veith. (1) The drug is Cc1c(C#N)c(=O)oc2ccc3ccccc3c12. The result is 1 (inhibitor). (2) The drug is CCCCNC(=O)NNC(=O)c1ccoc1C. The result is 0 (non-inhibitor). (3) The molecule is O=C(OCC(=O)c1ccc([N+](=O)[O-])cc1)/C(=C\c1ccc(Cl)cc1)NC(=O)c1ccccc1. The result is 1 (inhibitor). (4) The molecule is COc1cc(OC)c(C2N(c3cc(C)on3)C(=O)C3CCCN32)cc1OC. The result is 1 (inhibitor). (5) The molecule is CN1[C@H]2CC[C@@H]1CC(OC(=O)[C@@H](CO)c1ccccc1)C2.CN1[C@H]2CC[C@@H]1CC(OC(=O)[C@@H](CO)c1ccccc1)C2.O.O=S(=O)(O)O. The result is 0 (non-inhibitor).